This data is from Forward reaction prediction with 1.9M reactions from USPTO patents (1976-2016). The task is: Predict the product of the given reaction. Given the reactants [NH2:1][C:2]1[CH:18]=[CH:17][C:5]([CH2:6][P:7](=[O:16])([O:12][CH2:13][CH2:14][OH:15])[O:8][CH2:9][CH2:10][OH:11])=[CH:4][C:3]=1[O:19][CH3:20].Cl[C:22]1[N:27]=[C:26]([NH:28][C:29]2[CH:38]=[CH:37][CH:36]=[CH:35][C:30]=2[C:31]([NH:33][CH3:34])=[O:32])[C:25]([C:39]([F:42])([F:41])[F:40])=[CH:24][N:23]=1, predict the reaction product. The product is: [OH:11][CH2:10][CH2:9][O:8][P:7]([CH2:6][C:5]1[CH:17]=[CH:18][C:2]([NH:1][C:22]2[N:27]=[C:26]([NH:28][C:29]3[CH:38]=[CH:37][CH:36]=[CH:35][C:30]=3[C:31](=[O:32])[NH:33][CH3:34])[C:25]([C:39]([F:42])([F:40])[F:41])=[CH:24][N:23]=2)=[C:3]([O:19][CH3:20])[CH:4]=1)(=[O:16])[O:12][CH2:13][CH2:14][OH:15].